This data is from Forward reaction prediction with 1.9M reactions from USPTO patents (1976-2016). The task is: Predict the product of the given reaction. (1) Given the reactants [F:1][C:2]1[C:7]([CH2:8][OH:9])=[CH:6][CH:5]=[CH:4][C:3]=1[N:10]1[CH2:13][CH:12]([O:14][C:15]2[CH:16]=[CH:17][C:18](=[O:21])[NH:19][CH:20]=2)[CH2:11]1.CI.[C:24](=O)([O-])[O-].[K+].[K+], predict the reaction product. The product is: [F:1][C:2]1[C:7]([CH2:8][OH:9])=[CH:6][CH:5]=[CH:4][C:3]=1[N:10]1[CH2:11][CH:12]([O:14][C:15]2[CH:16]=[CH:17][C:18](=[O:21])[N:19]([CH3:24])[CH:20]=2)[CH2:13]1. (2) Given the reactants O[C:2]1[CH:7]=[CH:6][C:5]([CH2:8][CH2:9][C:10]([O:12][CH3:13])=[O:11])=[CH:4][C:3]=1[C:14]1[CH:23]=[CH:22][C:21]2[C:16](=[CH:17][CH:18]=[CH:19][CH:20]=2)[CH:15]=1.[F:24][C:25]([F:38])([F:37])[S:26](O[S:26]([C:25]([F:38])([F:37])[F:24])(=[O:28])=[O:27])(=[O:28])=[O:27], predict the reaction product. The product is: [CH:15]1[C:16]2[C:21](=[CH:20][CH:19]=[CH:18][CH:17]=2)[CH:22]=[CH:23][C:14]=1[C:3]1[CH:4]=[C:5]([CH2:8][CH2:9][C:10]([O:12][CH3:13])=[O:11])[CH:6]=[CH:7][C:2]=1[S:26]([C:25]([F:38])([F:37])[F:24])(=[O:28])=[O:27]. (3) The product is: [F:1][C:2]1[CH:3]=[C:4]([CH:37]=[CH:38][CH:39]=1)[CH2:5][O:6][C:7]1[CH:12]=[CH:11][C:10]([NH:13][C:14]2[C:23]3[C:18](=[CH:19][CH:20]=[C:21]([C:54]4[O:53][C:52]([CH:40]=[O:43])=[CH:51][CH:46]=4)[CH:22]=3)[N:17]=[CH:16][N:15]=2)=[CH:9][C:8]=1[C:25]#[C:26][Si:27]([CH:34]([CH3:36])[CH3:35])([CH:31]([CH3:33])[CH3:32])[CH:28]([CH3:30])[CH3:29]. Given the reactants [F:1][C:2]1[CH:3]=[C:4]([CH:37]=[CH:38][CH:39]=1)[CH2:5][O:6][C:7]1[CH:12]=[CH:11][C:10]([NH:13][C:14]2[C:23]3[C:18](=[CH:19][CH:20]=[C:21](I)[CH:22]=3)[N:17]=[CH:16][N:15]=2)=[CH:9][C:8]=1[C:25]#[C:26][Si:27]([CH:34]([CH3:36])[CH3:35])([CH:31]([CH3:33])[CH3:32])[CH:28]([CH3:30])[CH3:29].[C:40]([O-:43])([O-])=O.[K+].[K+].[CH2:46](Cl)Cl.CO[CH2:51][CH2:52][O:53][CH3:54], predict the reaction product. (4) Given the reactants Cl.[NH2:2][C@@H:3]1[CH2:5][C@H:4]1[C:6]1[CH:11]=[CH:10][C:9]([NH:12][C:13](=[O:21])[C:14]2[CH:19]=[CH:18][CH:17]=[C:16]([CH3:20])[CH:15]=2)=[CH:8][CH:7]=1.[CH:22](=O)[C:23]1[CH:28]=[CH:27][CH:26]=[CH:25][CH:24]=1.C(=O)([O-])O.[Na+].[BH4-].[Na+], predict the reaction product. The product is: [CH2:22]([NH:2][C@@H:3]1[CH2:5][C@H:4]1[C:6]1[CH:7]=[CH:8][C:9]([NH:12][C:13](=[O:21])[C:14]2[CH:19]=[CH:18][CH:17]=[C:16]([CH3:20])[CH:15]=2)=[CH:10][CH:11]=1)[C:23]1[CH:28]=[CH:27][CH:26]=[CH:25][CH:24]=1. (5) The product is: [Cl:26][C:24]1[CH:25]=[C:20]([C:14]2([C:16]([F:18])([F:17])[F:19])[O:13][N:12]=[C:11]([N:9]3[CH:10]=[C:6]([C:4]([OH:5])=[O:3])[C:7]([CH3:28])=[N:8]3)[CH2:15]2)[CH:21]=[C:22]([Cl:27])[CH:23]=1. Given the reactants C([O:3][C:4]([C:6]1[C:7]([CH3:28])=[N:8][N:9]([C:11]2[CH2:15][C:14]([C:20]3[CH:25]=[C:24]([Cl:26])[CH:23]=[C:22]([Cl:27])[CH:21]=3)([C:16]([F:19])([F:18])[F:17])[O:13][N:12]=2)[CH:10]=1)=[O:5])C.[OH-].[Na+].CO, predict the reaction product. (6) Given the reactants [Cl:1][C:2]1[N:7]=[C:6]([N:8]2[CH2:12][CH2:11][C:10]([CH2:15][CH3:16])([C:13]#[N:14])[C:9]2=[O:17])[CH:5]=[CH:4][N:3]=1, predict the reaction product. The product is: [Cl:1][C:2]1[N:7]=[C:6]([N:8]2[CH2:12][CH2:11][C@:10]([CH2:15][CH3:16])([C:13]#[N:14])[C:9]2=[O:17])[CH:5]=[CH:4][N:3]=1. (7) Given the reactants [CH3:1][O:2][C:3]([C:5]1[CH:14]=[C:13]([OH:15])[C:12]2[C:7](=[CH:8][CH:9]=[C:10]([Br:16])[CH:11]=2)[CH:6]=1)=[O:4].C(=O)([O-])[O-].[K+].[K+].C(S([C:28]1[CH:33]=[CH:32][C:31]([S:34]([CH2:37][CH3:38])(=[O:36])=[O:35])=[CH:30][N:29]=1)(=O)=O)C.CN(C)C=O, predict the reaction product. The product is: [CH3:1][O:2][C:3]([C:5]1[CH:14]=[C:13]([O:15][C:28]2[CH:33]=[CH:32][C:31]([S:34]([CH2:37][CH3:38])(=[O:35])=[O:36])=[CH:30][N:29]=2)[C:12]2[C:7](=[CH:8][CH:9]=[C:10]([Br:16])[CH:11]=2)[CH:6]=1)=[O:4].